From a dataset of Catalyst prediction with 721,799 reactions and 888 catalyst types from USPTO. Predict which catalyst facilitates the given reaction. (1) Reactant: C(O[C:6](=O)[N:7]([CH2:9][CH:10]([NH:18][C:19]1[C:28]2[C:23](=[C:24]([C:37](=[O:39])[NH2:38])[CH:25]=[C:26]([O:29][CH2:30][C:31]3[CH:36]=[CH:35][CH:34]=[CH:33][CH:32]=3)[CH:27]=2)[N:22]=[CH:21][N:20]=1)[C:11]1[CH:16]=[CH:15][CH:14]=[C:13]([Cl:17])[CH:12]=1)C)(C)(C)C.C1COCC1.Cl. Product: [CH2:30]([O:29][C:26]1[CH:27]=[C:28]2[C:23](=[C:24]([C:37]([NH2:38])=[O:39])[CH:25]=1)[N:22]=[CH:21][N:20]=[C:19]2[NH:18][CH:10]([C:11]1[CH:16]=[CH:15][CH:14]=[C:13]([Cl:17])[CH:12]=1)[CH2:9][NH:7][CH3:6])[C:31]1[CH:32]=[CH:33][CH:34]=[CH:35][CH:36]=1. The catalyst class is: 12. (2) Reactant: [C:1]1([N:7]([C:17]2[CH:22]=[CH:21][CH:20]=[CH:19][CH:18]=2)[C:8]2[CH:13]=[CH:12][C:11](B(O)O)=[CH:10][CH:9]=2)[CH:6]=[CH:5][CH:4]=[CH:3][CH:2]=1.[Br:23][C:24]1[CH:29]=[N:28][C:27](Br)=[CH:26][N:25]=1.C([O-])([O-])=O.[K+].[K+]. Product: [Br:23][C:24]1[N:25]=[CH:26][C:27]([C:11]2[CH:12]=[CH:13][C:8]([N:7]([C:1]3[CH:6]=[CH:5][CH:4]=[CH:3][CH:2]=3)[C:17]3[CH:22]=[CH:21][CH:20]=[CH:19][CH:18]=3)=[CH:9][CH:10]=2)=[N:28][CH:29]=1. The catalyst class is: 70. (3) Reactant: [N+:1]([C:4]1[CH:9]=[CH:8][C:7]([C:10]2[N:11]=[CH:12][NH:13][CH:14]=2)=[CH:6][CH:5]=1)([O-:3])=[O:2].[C:15]([O:19][C:20]([CH3:23])([CH3:22])[CH3:21])(=[O:18])[CH:16]=[CH2:17].C1CCN2C(=NCCC2)CC1. Product: [N+:1]([C:4]1[CH:5]=[CH:6][C:7]([C:10]2[N:11]=[CH:12][N:13]([CH2:17][CH2:16][C:15]([O:19][C:20]([CH3:23])([CH3:22])[CH3:21])=[O:18])[CH:14]=2)=[CH:8][CH:9]=1)([O-:3])=[O:2]. The catalyst class is: 3. (4) Reactant: C1(P(C2C=CC=CC=2)C2C=CC=CC=2)C=CC=CC=1.[N:20]([CH2:23][CH2:24][O:25][CH2:26][CH2:27][O:28][CH2:29][CH2:30][O:31][CH2:32][CH2:33][N:34]([CH3:49])[CH2:35][CH2:36][N:37](C)[C:38](=[O:47])[O:39][CH2:40][C:41]1[CH:46]=[CH:45][CH:44]=[CH:43][CH:42]=1)=[N+]=[N-].CCN(C(C)C)C(C)C.[C:59](O[C:59]([O:61][C:62]([CH3:65])([CH3:64])[CH3:63])=[O:60])([O:61][C:62]([CH3:65])([CH3:64])[CH3:63])=[O:60].C1[CH2:78][O:77][CH2:76]C1. Product: [CH2:40]([O:39][C:38]([NH:37][CH2:36][CH2:35][N:34]([CH2:49][CH2:76][O:77][CH3:78])[CH2:33][CH2:32][O:31][CH2:30][CH2:29][O:28][CH2:27][CH2:26][O:25][CH2:24][CH2:23][NH:20][C:59](=[O:60])[O:61][C:62]([CH3:65])([CH3:64])[CH3:63])=[O:47])[C:41]1[CH:42]=[CH:43][CH:44]=[CH:45][CH:46]=1. The catalyst class is: 34. (5) The catalyst class is: 5. Reactant: [Br:1][C:2]1[CH:3]=[C:4]([CH:8]=[CH:9][C:10]=1[F:11])[C:5]([OH:7])=[O:6].S(=O)(=O)(O)O.[C:17](=O)([O-])O.[Na+]. Product: [Br:1][C:2]1[CH:3]=[C:4]([CH:8]=[CH:9][C:10]=1[F:11])[C:5]([O:7][CH3:17])=[O:6].